This data is from Reaction yield outcomes from USPTO patents with 853,638 reactions. The task is: Predict the reaction yield, written as a fraction of the theoretical maximum amount of product (1.0 means a 100% yield; for example, 0.34 means a 34% yield). (1) The reactants are [CH2:1]([C:8]1[S:12][C:11]([CH2:13][NH:14][C:15](=[O:26])[C:16]2[CH:21]=[CH:20][C:19]([NH:22][CH2:23]OC)=[N:18][CH:17]=2)=[CH:10][CH:9]=1)[C:2]1[CH:7]=[CH:6][CH:5]=[CH:4][CH:3]=1.[BH4-].[Na+].O.C(OCC)(=O)C. The catalyst is CS(C)=O.CO. The product is [CH2:1]([C:8]1[S:12][C:11]([CH2:13][NH:14][C:15](=[O:26])[C:16]2[CH:21]=[CH:20][C:19]([NH:22][CH3:23])=[N:18][CH:17]=2)=[CH:10][CH:9]=1)[C:2]1[CH:7]=[CH:6][CH:5]=[CH:4][CH:3]=1. The yield is 0.388. (2) The reactants are [C:1]([C:3]1[CH:4]=[C:5]2[C:9](=[CH:10][CH:11]=1)[N:8]([S:12]([C:15]1[CH:20]=[CH:19][C:18]([O:21][CH3:22])=[CH:17][C:16]=1[O:23][CH3:24])(=[O:14])=[O:13])[C:7](=[O:25])[C:6]2([NH:35][C:36](=O)[O:37]C1C=CC=CC=1)[C:26]1[C:27]([O:32][CH2:33][CH3:34])=[N:28][CH:29]=[CH:30][CH:31]=1)#[N:2].[NH:45]1[CH2:50][CH2:49][CH:48]([N:51]2[CH2:56][CH2:55][N:54]([C:57]([O:59][C:60]([CH3:63])([CH3:62])[CH3:61])=[O:58])[CH2:53][CH2:52]2)[CH2:47][CH2:46]1.C(Cl)Cl.CO.C(O)(C(F)(F)F)=O. The catalyst is O1CCCC1.C(#N)C.O. The product is [C:1]([C:3]1[CH:4]=[C:5]2[C:9](=[CH:10][CH:11]=1)[N:8]([S:12]([C:15]1[CH:20]=[CH:19][C:18]([O:21][CH3:22])=[CH:17][C:16]=1[O:23][CH3:24])(=[O:13])=[O:14])[C:7](=[O:25])[C:6]2([NH:35][C:36]([N:45]1[CH2:50][CH2:49][CH:48]([N:51]2[CH2:52][CH2:53][N:54]([C:57]([O:59][C:60]([CH3:63])([CH3:62])[CH3:61])=[O:58])[CH2:55][CH2:56]2)[CH2:47][CH2:46]1)=[O:37])[C:26]1[C:27]([O:32][CH2:33][CH3:34])=[N:28][CH:29]=[CH:30][CH:31]=1)#[N:2]. The yield is 0.430. (3) The reactants are [Br:1][C:2]1[CH:7]=[CH:6][C:5]([C:8]2[O:12][N:11]=[C:10]([C:13]3[CH:18]=[CH:17][C:16]([O:19]C(C)C)=[C:15]([I:23])[CH:14]=3)[N:9]=2)=[CH:4][C:3]=1[Cl:24].ClC1C=C(C2ON=C(C3C=CC(OC(C)C)=C(I)C=3)N=2)C=CC=1OCCC. No catalyst specified. The product is [Br:1][C:2]1[CH:7]=[CH:6][C:5]([C:8]2[O:12][N:11]=[C:10]([C:13]3[CH:18]=[CH:17][C:16]([OH:19])=[C:15]([I:23])[CH:14]=3)[N:9]=2)=[CH:4][C:3]=1[Cl:24]. The yield is 0.860. (4) The catalyst is CC(O)C. The yield is 0.270. The product is [OH:16][C:11]1[CH:10]=[CH:9][C:8]2[C:7]3[C:6](=[CH:2][C:3](=[O:4])[N:20]([CH3:19])[N:21]=3)[CH2:15][CH2:14][C:13]=2[CH:12]=1. The reactants are O[CH:2]([CH:6]1[CH2:15][CH2:14][C:13]2[C:8](=[CH:9][CH:10]=[C:11]([O:16]C)[CH:12]=2)[C:7]1=O)[C:3](O)=[O:4].[CH3:19][NH:20][NH2:21].B(Br)(Br)Br. (5) The reactants are [Br:1][C:2]1[NH:6][C:5]2[CH:7]=[C:8]([C:10]([O:12][CH3:13])=[O:11])[S:9][C:4]=2[C:3]=1[CH:14]1[CH2:19][CH2:18][CH2:17][CH2:16][CH2:15]1.[H-].[Na+].[CH3:22][O:23][CH2:24]Cl. The catalyst is CN(C=O)C. The product is [Br:1][C:2]1[N:6]([CH2:22][O:23][CH3:24])[C:5]2[CH:7]=[C:8]([C:10]([O:12][CH3:13])=[O:11])[S:9][C:4]=2[C:3]=1[CH:14]1[CH2:19][CH2:18][CH2:17][CH2:16][CH2:15]1. The yield is 0.660.